From a dataset of Reaction yield outcomes from USPTO patents with 853,638 reactions. Predict the reaction yield, written as a fraction of the theoretical maximum amount of product (1.0 means a 100% yield; for example, 0.34 means a 34% yield). (1) The reactants are N[C@H](C(O)=O)CS.C1(=O)NC(=O)C=C1.[OH:15][C:16]([CH2:18][CH2:19][CH2:20][CH2:21][C@H:22]1[C@@H:30]2[C@@H:25]([NH:26][C:27]([NH:29]2)=[O:28])[CH2:24][S:23]1)=[O:17]. No catalyst specified. The product is [OH:17][C:16]([CH2:18][CH2:19][CH2:20][CH2:21][C@H:22]1[C@@H:30]2[C@@H:25]([NH:26][C:27]([NH:29]2)=[O:28])[CH2:24][S:23]1)=[O:15]. The yield is 1.00. (2) The catalyst is C(OCC)C. The product is [CH3:13][C:10]1([CH3:14])[O:9][CH:8]([C:5]2[CH:6]=[CH:7][C:2]([CH:28]=[O:29])=[N:3][CH:4]=2)[CH2:12][O:11]1. The yield is 0.270. The reactants are Br[C:2]1[CH:7]=[CH:6][C:5]([CH:8]2[CH2:12][O:11][C:10]([CH3:14])([CH3:13])[O:9]2)=[CH:4][N:3]=1.CCCCCC.C([Li])CCC.CN(C)[CH:28]=[O:29].O. (3) The reactants are [Cl:1][C:2]1[N:3]=[C:4](Cl)[C:5]2[CH2:10][CH2:9][CH:8]([C:11]3[CH:16]=[CH:15][CH:14]=[CH:13][CH:12]=3)[C:6]=2[N:7]=1.[CH3:18][CH:19]([NH2:21])[CH3:20].O. The catalyst is CN1C(=O)CCC1. The product is [Cl:1][C:2]1[N:3]=[C:4]([NH:21][CH:19]([CH3:20])[CH3:18])[C:5]2[CH2:10][CH2:9][CH:8]([C:11]3[CH:16]=[CH:15][CH:14]=[CH:13][CH:12]=3)[C:6]=2[N:7]=1. The yield is 0.820.